Dataset: Full USPTO retrosynthesis dataset with 1.9M reactions from patents (1976-2016). Task: Predict the reactants needed to synthesize the given product. (1) Given the product [CH3:35][O:34][C:28]1[CH:27]=[C:26]([C:16]2[C:8]([C:9]([O:11][CH3:12])=[O:10])=[C:5]3[N:6]([C:22](=[O:23])[C:17]=2[C:18]([O:20][CH3:21])=[O:19])[CH:7]=[C:2]([F:1])[CH:3]=[CH:4]3)[CH:31]=[CH:30][C:29]=1[O:32][CH3:33], predict the reactants needed to synthesize it. The reactants are: [F:1][C:2]1[CH:3]=[CH:4][C:5]([CH2:8][C:9]([O:11][CH3:12])=[O:10])=[N:6][CH:7]=1.[H-].[Na+].Cl[C:16]([C:26]1[CH:31]=[CH:30][C:29]([O:32][CH3:33])=[C:28]([O:34][CH3:35])[CH:27]=1)=[C:17]([C:22](OC)=[O:23])[C:18]([O:20][CH3:21])=[O:19]. (2) Given the product [Cl:1][C:2]1[CH:7]=[C:6]([Cl:8])[CH:5]=[CH:4][C:3]=1[C:9]1[N:10]=[C:11]([CH2:28][CH3:29])[C:12]([NH:17][C@@H:18]2[C:26]3[C:21](=[CH:22][CH:23]=[CH:24][CH:25]=3)[CH2:20][C@H:19]2[OH:27])=[N:13][C:14]=1[CH2:15][CH3:16], predict the reactants needed to synthesize it. The reactants are: [Cl:1][C:2]1[CH:7]=[C:6]([Cl:8])[CH:5]=[CH:4][C:3]=1[C:9]1[N:10]=[C:11]([CH2:28][CH3:29])[C:12]([NH:17][C@H:18]2[C:26]3[C:21](=[CH:22][CH:23]=[CH:24][CH:25]=3)[CH2:20][C@@H:19]2[OH:27])=[N:13][C:14]=1[CH2:15][CH3:16].[N+](C1C=CC(C(O[C@@H]2CC3C(=CC=CC=3)[C@H]2NC2C(CC)=NC(C3C=CC(Cl)=CC=3Cl)=C(CC)N=2)=O)=CC=1)([O-])=O. (3) Given the product [OH:6][CH:3]1[CH2:4][CH2:5][N:1]([C:15]([O:14][CH2:7][C:8]2[CH:13]=[CH:12][CH:11]=[CH:10][CH:9]=2)=[O:16])[CH2:2]1, predict the reactants needed to synthesize it. The reactants are: [NH:1]1[CH2:5][CH2:4][CH:3]([OH:6])[CH2:2]1.[CH2:7]([O:14][C:15](O[C:15]([O:14][CH2:7][C:8]1[CH:13]=[CH:12][CH:11]=[CH:10][CH:9]=1)=[O:16])=[O:16])[C:8]1[CH:13]=[CH:12][CH:11]=[CH:10][CH:9]=1.